Dataset: Full USPTO retrosynthesis dataset with 1.9M reactions from patents (1976-2016). Task: Predict the reactants needed to synthesize the given product. (1) The reactants are: B(Br)(Br)Br.[Cl:5][C:6]1[C:7]2[N:16]=[C:15]([C:17]3[CH:22]=[C:21]([CH3:23])[C:20]([O:24]C)=[C:19]([CH3:26])[CH:18]=3)[O:14][C:8]=2[N:9]=[C:10]([S:12][CH3:13])[N:11]=1.C(=O)(O)[O-].[Na+]. Given the product [Cl:5][C:6]1[C:7]2[N:16]=[C:15]([C:17]3[CH:22]=[C:21]([CH3:23])[C:20]([OH:24])=[C:19]([CH3:26])[CH:18]=3)[O:14][C:8]=2[N:9]=[C:10]([S:12][CH3:13])[N:11]=1, predict the reactants needed to synthesize it. (2) The reactants are: C1(P(C2CCCCC2)C2C=CC=CC=2C2C(C(C)C)=CC(C(C)C)=CC=2C(C)C)CCCCC1.Cl[C:36]1[C:41]2[O:42][C:43]3[C:44](=[N:45][CH:46]=[CH:47][CH:48]=3)[C:40]=2[CH:39]=[CH:38][CH:37]=1.[Br-].[N:50]1[CH:55]=[CH:54][CH:53]=[CH:52][C:51]=1[Zn+]. Given the product [N:50]1[CH:55]=[CH:54][CH:53]=[CH:52][C:51]=1[C:36]1[C:41]2[O:42][C:43]3[C:44](=[N:45][CH:46]=[CH:47][CH:48]=3)[C:40]=2[CH:39]=[CH:38][CH:37]=1, predict the reactants needed to synthesize it. (3) Given the product [O:18]=[C:16]([CH3:17])[CH2:15][N:5]1[C:1](=[O:11])[C:2]2[C:3](=[CH:7][CH:8]=[CH:9][CH:10]=2)[C:4]1=[O:6], predict the reactants needed to synthesize it. The reactants are: [C:1]1(=[O:11])[NH:5][C:4](=[O:6])[C:3]2=[CH:7][CH:8]=[CH:9][CH:10]=[C:2]12.[H-].[Na+].Cl[CH2:15][C:16](=[O:18])[CH3:17]. (4) Given the product [Cl:8][C:6]1[N:5]=[C:4]([NH2:9])[N:3]=[C:2]([NH:19][CH2:18][CH2:17][C:14]2[CH:15]=[CH:16][C:11]([Cl:10])=[CH:12][CH:13]=2)[CH:7]=1, predict the reactants needed to synthesize it. The reactants are: Cl[C:2]1[CH:7]=[C:6]([Cl:8])[N:5]=[C:4]([NH2:9])[N:3]=1.[Cl:10][C:11]1[CH:16]=[CH:15][C:14]([CH2:17][CH2:18][NH2:19])=[CH:13][CH:12]=1.CCN(C(C)C)C(C)C. (5) Given the product [NH2:17][C:13]1[CH:12]=[CH:11][CH:10]=[C:9]2[C:14]=1[CH:15]=[CH:16][N:7]([CH:6]1[CH:2]([OH:1])[CH2:3][N:4]([C:21]([O:23][C:24]([CH3:27])([CH3:26])[CH3:25])=[O:22])[CH2:5]1)[C:8]2=[O:20], predict the reactants needed to synthesize it. The reactants are: [OH:1][CH:2]1[CH:6]([N:7]2[CH:16]=[CH:15][C:14]3[C:9](=[CH:10][CH:11]=[CH:12][C:13]=3[N+:17]([O-])=O)[C:8]2=[O:20])[CH2:5][N:4]([C:21]([O:23][C:24]([CH3:27])([CH3:26])[CH3:25])=[O:22])[CH2:3]1. (6) Given the product [Br:1][C:2]1[CH:3]=[C:4]([C:15]2[CH:14]=[CH:13][C:12]([O:11][CH3:10])=[C:17]([O:18][CH3:19])[CH:16]=2)[C:5]([NH2:8])=[N:6][CH:7]=1, predict the reactants needed to synthesize it. The reactants are: [Br:1][C:2]1[CH:3]=[C:4](I)[C:5]([NH2:8])=[N:6][CH:7]=1.[CH3:10][O:11][C:12]1[CH:13]=[C:14](B(O)O)[CH:15]=[CH:16][C:17]=1[O:18][CH3:19].C1(P(C2C=CC=CC=2)C2C=CC=CC=2)C=CC=CC=1. (7) Given the product [N:52]1([C:49]2[CH:48]=[CH:47][C:46]([C:43]3[O:42][C:41]([NH:40][C:37]4[CH:36]=[CH:35][CH:34]=[C:33]5[C:38]=4[CH2:39][C:30](=[O:29])[CH2:31][CH2:32]5)=[N:45][CH:44]=3)=[CH:51][CH:50]=2)[CH2:56][CH2:55][CH2:54][CH2:53]1, predict the reactants needed to synthesize it. The reactants are: ClC1C=CC(C2OC(NC3C4CC(OCC)=CCC=4C=CC=3)=NC=2)=CC=1.C([O:29][C:30]1[CH2:39][C:38]2[C:37]([NH:40][C:41]3[O:42][C:43]([C:46]4[CH:51]=[CH:50][C:49]([N:52]5[CH2:56][CH2:55][CH2:54][CH2:53]5)=[CH:48][CH:47]=4)=[CH:44][N:45]=3)=[CH:36][CH:35]=[CH:34][C:33]=2[CH2:32][CH:31]=1)C.C(OC1CC2C(NC3OC(C4C=CC(C(F)(F)F)=CC=4)=CN=3)=CC=CC=2CC=1)C. (8) The reactants are: [C:9](O[C:9]([O:11][C:12]([CH3:15])([CH3:14])[CH3:13])=[O:10])([O:11][C:12]([CH3:15])([CH3:14])[CH3:13])=[O:10].[CH2:16]([N:23]([CH2:36][C:37]1[CH:42]=[CH:41][CH:40]=[CH:39][CH:38]=1)[C:24]1[CH:25]=[C:26]2[C:31](=[C:32]([F:34])[CH:33]=1)[C:30]([NH2:35])=[N:29][CH:28]=[CH:27]2)[C:17]1[CH:22]=[CH:21][CH:20]=[CH:19][CH:18]=1. Given the product [CH2:36]([N:23]([CH2:16][C:17]1[CH:18]=[CH:19][CH:20]=[CH:21][CH:22]=1)[C:24]1[CH:25]=[C:26]2[C:31](=[C:32]([F:34])[CH:33]=1)[C:30]([N:35]([C:9]([O:11][C:12]([CH3:13])([CH3:14])[CH3:15])=[O:10])[C:9]([O:11][C:12]([CH3:15])([CH3:14])[CH3:13])=[O:10])=[N:29][CH:28]=[CH:27]2)[C:37]1[CH:42]=[CH:41][CH:40]=[CH:39][CH:38]=1, predict the reactants needed to synthesize it. (9) Given the product [CH:28]([S:25]([C:22]1[CH:23]=[CH:24][C:19]([C:16]2[N:17]=[C:18]3[C:10]([C:2]#[C:1][C:3]4[CH:8]=[CH:7][CH:6]=[CH:5][CH:4]=4)=[CH:11][N:12]([S:31]([C:34]4[CH:39]=[CH:38][C:37]([CH3:40])=[CH:36][CH:35]=4)(=[O:33])=[O:32])[C:13]3=[N:14][CH:15]=2)=[CH:20][CH:21]=1)(=[O:27])=[O:26])([CH3:30])[CH3:29], predict the reactants needed to synthesize it. The reactants are: [C:1]([C:3]1[CH:8]=[CH:7][CH:6]=[CH:5][CH:4]=1)#[CH:2].I[C:10]1[C:18]2[C:13](=[N:14][CH:15]=[C:16]([C:19]3[CH:24]=[CH:23][C:22]([S:25]([CH:28]([CH3:30])[CH3:29])(=[O:27])=[O:26])=[CH:21][CH:20]=3)[N:17]=2)[N:12]([S:31]([C:34]2[CH:39]=[CH:38][C:37]([CH3:40])=[CH:36][CH:35]=2)(=[O:33])=[O:32])[CH:11]=1.C(N(CC)CC)C. (10) The reactants are: [CH:1]1([C:4]2[CH:5]=[C:6]([C@@H:16]([CH2:32][C@H:33]3[CH2:37][CH2:36][C:35](=[O:38])[CH2:34]3)[C:17]([NH:19][C:20]3[CH:24]=[CH:23][N:22](C(OC(C)(C)C)=O)[N:21]=3)=[O:18])[CH:7]=[CH:8][C:9]=2[S:10]([CH:13]2[CH2:15][CH2:14]2)(=[O:12])=[O:11])[CH2:3][CH2:2]1.Cl.C(OCC)(=O)C. Given the product [CH:1]1([C:4]2[CH:5]=[C:6]([C@@H:16]([CH2:32][C@H:33]3[CH2:37][CH2:36][C:35](=[O:38])[CH2:34]3)[C:17]([NH:19][C:20]3[CH:24]=[CH:23][NH:22][N:21]=3)=[O:18])[CH:7]=[CH:8][C:9]=2[S:10]([CH:13]2[CH2:15][CH2:14]2)(=[O:11])=[O:12])[CH2:2][CH2:3]1, predict the reactants needed to synthesize it.